This data is from Forward reaction prediction with 1.9M reactions from USPTO patents (1976-2016). The task is: Predict the product of the given reaction. (1) Given the reactants Br[C:2]1[CH:3]=[CH:4][C:5]2[CH:9]=[C:8]([C:10]3[CH:15]=[CH:14][N:13]=[C:12]([NH:16][CH2:17][CH2:18][CH2:19][N:20]4[CH2:25][CH2:24][N:23]([CH3:26])[CH2:22][CH2:21]4)[N:11]=3)[S:7][C:6]=2[CH:27]=1.[CH3:28][NH:29][C:30]([C:32]1[CH:33]=[C:34](B(O)O)[CH:35]=[CH:36][CH:37]=1)=[O:31].C([O-])(O)=O.[Na+], predict the reaction product. The product is: [CH3:28][NH:29][C:30](=[O:31])[C:32]1[CH:37]=[CH:36][CH:35]=[C:34]([C:2]2[CH:3]=[CH:4][C:5]3[CH:9]=[C:8]([C:10]4[CH:15]=[CH:14][N:13]=[C:12]([NH:16][CH2:17][CH2:18][CH2:19][N:20]5[CH2:25][CH2:24][N:23]([CH3:26])[CH2:22][CH2:21]5)[N:11]=4)[S:7][C:6]=3[CH:27]=2)[CH:33]=1. (2) Given the reactants Cl.[NH2:2][C:3]1[CH:4]=[C:5]([CH:10]=[CH:11][C:12]=1[NH2:13])[C:6]([O:8][CH3:9])=[O:7].O.N1C=CC=CC=1.[C:21](Cl)(=[O:30])[C:22]1[CH:27]=[CH:26][C:25]([O:28][CH3:29])=[CH:24][CH:23]=1, predict the reaction product. The product is: [CH3:29][O:28][C:25]1[CH:26]=[CH:27][C:22]([C:21]([NH:2][C:3]2[CH:4]=[C:5]([CH:10]=[CH:11][C:12]=2[NH2:13])[C:6]([O:8][CH3:9])=[O:7])=[O:30])=[CH:23][CH:24]=1. (3) Given the reactants I.[Br:2][C:3]1[CH:4]=[C:5]2[C:10]([NH:11][C@H:12]3[C@@H:16]([CH2:17][F:18])[CH2:15][NH:14][CH2:13]3)=[C:9]([C:19]([NH2:21])=[O:20])[CH:8]=[N:7][N:6]2[CH:22]=1.CCN(CC)CC.[CH3:30][S:31](Cl)(=[O:33])=[O:32].CCOC(C)=O, predict the reaction product. The product is: [Br:2][C:3]1[CH:4]=[C:5]2[C:10]([NH:11][C@H:12]3[C@@H:16]([CH2:17][F:18])[CH2:15][N:14]([S:31]([CH3:30])(=[O:33])=[O:32])[CH2:13]3)=[C:9]([C:19]([NH2:21])=[O:20])[CH:8]=[N:7][N:6]2[CH:22]=1. (4) Given the reactants C([S:4][CH2:5][CH2:6][N:7]([CH2:22][CH2:23][C:24]1[CH:29]=[CH:28][CH:27]=[CH:26][CH:25]=1)[C:8](=[O:21])[NH:9][C@@H:10]([CH2:14][C:15]1[CH:20]=[CH:19][CH:18]=[CH:17][CH:16]=1)[C:11]([OH:13])=[O:12])(=O)C.O.C(OCC)(=O)C, predict the reaction product. The product is: [SH:4][CH2:5][CH2:6][N:7]([CH2:22][CH2:23][C:24]1[CH:25]=[CH:26][CH:27]=[CH:28][CH:29]=1)[C:8](=[O:21])[NH:9][C@@H:10]([CH2:14][C:15]1[CH:16]=[CH:17][CH:18]=[CH:19][CH:20]=1)[C:11]([OH:13])=[O:12]. (5) Given the reactants [Cl:1][C:2]1[CH:7]=[CH:6][C:5]([C@H:8]2[C@H:13]([O:14][CH2:15][C:16]3[CH:21]=[CH:20][CH:19]=[CH:18][CH:17]=3)[C@@H:12]([O:22][CH2:23][C:24]3[CH:29]=[CH:28][CH:27]=[CH:26][CH:25]=3)[C@H:11]([O:30][CH2:31][C:32]3[CH:37]=[CH:36][CH:35]=[CH:34][CH:33]=3)[C@@H:10]([CH2:38][O:39][CH2:40][C:41]3[CH:46]=[CH:45][CH:44]=[CH:43][CH:42]=3)[O:9]2)=[CH:4][C:3]=1[C:47]([C:49]1[N:50]=[N:51][C:52]([O:55][CH2:56][CH3:57])=[CH:53][CH:54]=1)=[O:48].[BH4-].[Na+], predict the reaction product. The product is: [Cl:1][C:2]1[CH:7]=[CH:6][C:5]([C@H:8]2[C@H:13]([O:14][CH2:15][C:16]3[CH:17]=[CH:18][CH:19]=[CH:20][CH:21]=3)[C@@H:12]([O:22][CH2:23][C:24]3[CH:29]=[CH:28][CH:27]=[CH:26][CH:25]=3)[C@H:11]([O:30][CH2:31][C:32]3[CH:37]=[CH:36][CH:35]=[CH:34][CH:33]=3)[C@@H:10]([CH2:38][O:39][CH2:40][C:41]3[CH:42]=[CH:43][CH:44]=[CH:45][CH:46]=3)[O:9]2)=[CH:4][C:3]=1[CH:47]([C:49]1[N:50]=[N:51][C:52]([O:55][CH2:56][CH3:57])=[CH:53][CH:54]=1)[OH:48]. (6) Given the reactants [CH2:1]([C:3]1[S:7][C:6]([C:8]([O:10]C)=[O:9])=[CH:5][C:4]=1[C:12]1[N:16]([CH3:17])[N:15]=[CH:14][C:13]=1[CH2:18][CH3:19])[CH3:2].[OH-].[Na+], predict the reaction product. The product is: [CH2:1]([C:3]1[S:7][C:6]([C:8]([OH:10])=[O:9])=[CH:5][C:4]=1[C:12]1[N:16]([CH3:17])[N:15]=[CH:14][C:13]=1[CH2:18][CH3:19])[CH3:2]. (7) Given the reactants [CH3:1][O:2][C:3]1[CH:4]=[C:5](Br)[CH:6]=[C:7]([O:11][CH3:12])[C:8]=1[O:9][CH3:10].[Mg].[CH3:15][O:16][C:17]1[CH:18]=[C:19]([CH:22]=[CH:23][C:24]=1[N+:25]([O-:27])=[O:26])[CH:20]=[O:21], predict the reaction product. The product is: [CH3:15][O:16][C:17]1[CH:18]=[C:19]([CH:20]([C:5]2[CH:4]=[C:3]([O:2][CH3:1])[C:8]([O:9][CH3:10])=[C:7]([O:11][CH3:12])[CH:6]=2)[OH:21])[CH:22]=[CH:23][C:24]=1[N+:25]([O-:27])=[O:26].